This data is from Forward reaction prediction with 1.9M reactions from USPTO patents (1976-2016). The task is: Predict the product of the given reaction. (1) Given the reactants [Cl:1][C:2]1[CH:3]=[C:4]([C:8]2[C:13]3[N:14]([CH2:17][C@H:18]4[CH2:23][CH2:22][C@H:21]([CH3:24])[CH2:20][CH2:19]4)[CH:15]=[N:16][C:12]=3[CH:11]=[C:10]([C:25]#[N:26])[N:9]=2)[CH:5]=[N:6][CH:7]=1.[Cl-].[Cl-].CC1(C)CCCC(C)(C)[N-]1.[Mg+2].[Li+].[CH:41]1([CH:46]=[O:47])[CH2:45][CH2:44][CH2:43][CH2:42]1, predict the reaction product. The product is: [Cl:1][C:2]1[CH:3]=[C:4]([C:8]2[C:13]3[N:14]([CH2:17][C@H:18]4[CH2:23][CH2:22][C@H:21]([CH3:24])[CH2:20][CH2:19]4)[C:15]([CH:46]([CH:41]4[CH2:45][CH2:44][CH2:43][CH2:42]4)[OH:47])=[N:16][C:12]=3[CH:11]=[C:10]([C:25]#[N:26])[N:9]=2)[CH:5]=[N:6][CH:7]=1. (2) Given the reactants [Cl:1][C:2]1[N:7]=[CH:6][C:5]([C:8]2[CH:17]=[CH:16][C:11]3[N:12]=[C:13]([NH2:15])[S:14][C:10]=3[CH:9]=2)=[CH:4][C:3]=1[N:18]([CH3:20])[CH3:19].[CH3:21][S:22](Cl)(=[O:24])=[O:23].N1C=CC=CC=1.C(N)(=O)C, predict the reaction product. The product is: [Cl:1][C:2]1[N:7]=[CH:6][C:5]([C:8]2[CH:17]=[CH:16][C:11]3[N:12]=[C:13]([NH:15][S:22]([CH3:21])(=[O:24])=[O:23])[S:14][C:10]=3[CH:9]=2)=[CH:4][C:3]=1[N:18]([CH3:20])[CH3:19]. (3) Given the reactants [CH3:1][C:2]1[C:7]([NH2:8])=[C:6]([CH3:9])[CH:5]=[CH:4][N:3]=1.[Br:10]Br, predict the reaction product. The product is: [Br:10][C:4]1[N:3]=[C:2]([CH3:1])[C:7]([NH2:8])=[C:6]([CH3:9])[CH:5]=1. (4) Given the reactants [C:1]1([N:7]2[C:11]3[CH:12]=[CH:13][CH:14]=[C:15]([C:16]#[N:17])[C:10]=3[N:9]=[CH:8]2)[CH:6]=[CH:5][CH:4]=[CH:3][CH:2]=1.[I:18][CH3:19], predict the reaction product. The product is: [I-:18].[C:16]([C:15]1[C:10]2[N+:9]([CH3:19])=[CH:8][N:7]([C:1]3[CH:2]=[CH:3][CH:4]=[CH:5][CH:6]=3)[C:11]=2[CH:12]=[CH:13][CH:14]=1)#[N:17]. (5) Given the reactants [NH2:1][C:2]([NH2:4])=[O:3].[Cl:5][C:6]1[CH:7]=[N:8][CH:9]=[C:10]([C:15]2[CH:16]=[N:17][C:18]3N[CH2:20][CH2:21][CH2:22][C:23]=3[CH:24]=2)[C:11]=1[CH:12]([OH:14])[CH3:13], predict the reaction product. The product is: [Cl:5][C:6]1[C:11]([CH:12]([OH:14])[CH3:13])=[C:10]([C:15]2[CH:24]=[C:23]3[C:18](=[N:17][CH:16]=2)[N:1]([C:2]([NH2:4])=[O:3])[CH2:20][CH2:21][CH2:22]3)[CH:9]=[N:8][CH:7]=1. (6) Given the reactants Cl[C:2]1[N:7]=[C:6]([NH:8][C@H:9]2[C:18]3[C:13](=[C:14]([F:19])[CH:15]=[CH:16][CH:17]=3)[O:12][CH2:11][CH2:10]2)[C:5]([N+:20]([O-:22])=[O:21])=[CH:4][N:3]=1.[N:23]1[C:31]2[CH:30]=[CH:29][N:28]=[CH:27][C:26]=2[NH:25][CH:24]=1.C(=O)([O-])[O-].[K+].[K+], predict the reaction product. The product is: [F:19][C:14]1[CH:15]=[CH:16][CH:17]=[C:18]2[C:13]=1[O:12][CH2:11][CH2:10][C@H:9]2[NH:8][C:6]1[C:5]([N+:20]([O-:22])=[O:21])=[CH:4][N:3]=[C:2]([N:25]2[C:26]3[CH:27]=[N:28][CH:29]=[CH:30][C:31]=3[N:23]=[CH:24]2)[N:7]=1. (7) Given the reactants [F:1][C:2]1[C:3]([NH:11][CH2:12][C:13]2[CH:18]=[C:17]([C:19]3[CH:24]=[CH:23][CH:22]=[C:21]([F:25])[CH:20]=3)[CH:16]=[CH:15][C:14]=2[F:26])=[C:4]([C:7]([OH:10])=[CH:8][CH:9]=1)[C:5]#[N:6].C([O-])([O-])=O.[Cs+].[Cs+].Br[CH2:34][C:35]([O:37][CH:38]([CH3:40])[CH3:39])=[O:36], predict the reaction product. The product is: [C:5]([C:4]1[C:3]([NH:11][CH2:12][C:13]2[CH:18]=[C:17]([C:19]3[CH:24]=[CH:23][CH:22]=[C:21]([F:25])[CH:20]=3)[CH:16]=[CH:15][C:14]=2[F:26])=[C:2]([F:1])[CH:9]=[CH:8][C:7]=1[O:10][CH2:34][C:35]([O:37][CH:38]([CH3:40])[CH3:39])=[O:36])#[N:6].